Task: Predict which catalyst facilitates the given reaction.. Dataset: Catalyst prediction with 721,799 reactions and 888 catalyst types from USPTO Reactant: [Cl:1][C:2]1[CH:7]=[CH:6][N:5]=[C:4]([CH:8]=[CH:9][C:10]([O:12][CH2:13][CH3:14])=[O:11])[CH:3]=1. Product: [Cl:1][C:2]1[CH:7]=[CH:6][N:5]=[C:4]([CH2:8][CH2:9][C:10]([O:12][CH2:13][CH3:14])=[O:11])[CH:3]=1. The catalyst class is: 171.